Dataset: Catalyst prediction with 721,799 reactions and 888 catalyst types from USPTO. Task: Predict which catalyst facilitates the given reaction. (1) Reactant: [CH2:1]([O:3][C:4](=[O:25])[CH2:5][C:6]1[CH:11]=[CH:10][C:9]([O:12][CH3:13])=[C:8]([C:14]2[C:19]([CH2:20][NH:21][CH2:22][CH3:23])=[CH:18][C:17]([CH3:24])=[CH:16][N:15]=2)[CH:7]=1)[CH3:2].FC(F)(F)C([O-])=O.[C:33](Cl)(=[O:42])[CH2:34][CH2:35][C:36]1[CH:41]=[CH:40][CH:39]=[CH:38][CH:37]=1.C(N(CC)CC)C. Product: [CH2:1]([O:3][C:4](=[O:25])[CH2:5][C:6]1[CH:11]=[CH:10][C:9]([O:12][CH3:13])=[C:8]([C:14]2[C:19]([CH2:20][N:21]([CH2:22][CH3:23])[C:33](=[O:42])[CH2:34][CH2:35][C:36]3[CH:41]=[CH:40][CH:39]=[CH:38][CH:37]=3)=[CH:18][C:17]([CH3:24])=[CH:16][N:15]=2)[CH:7]=1)[CH3:2]. The catalyst class is: 2. (2) Reactant: [Cl:1][C:2]1[C:7]([O:8]C)=[CH:6][C:5]([NH:10][C:11]2[C:20]3[C:15](=[CH:16][C:17]([O:23][CH2:24][CH2:25][CH2:26][C:27]4[CH:32]=[CH:31][N:30]=[CH:29][CH:28]=4)=[C:18]([O:21][CH3:22])[CH:19]=3)[N:14]=CC=2C#N)=[C:4]([O:35]C)[CH:3]=1.O.[C:38](#[N:40])C. Product: [Cl:1][C:2]1[C:7]([CH:6]=[C:5]([NH:10][C:11]2[C:20]3[C:15](=[CH:16][C:17]([O:23][CH2:24][CH2:25][CH2:26][C:27]4[CH:32]=[CH:31][N:30]=[CH:29][CH:28]=4)=[C:18]([O:21][CH3:22])[CH:19]=3)[N:14]=[CH:38][N:40]=2)[C:4](=[O:35])[CH:3]=1)=[O:8]. The catalyst class is: 389. (3) Reactant: [Cl:1][C:2]1[CH:3]=[CH:4][C:5]2[NH:11][C:10](=O)[C@@H:9]([CH2:13][C:14]([O:16][CH2:17][CH3:18])=[O:15])[S:8][C@H:7]([C:19]3[CH:24]=[CH:23][CH:22]=[C:21]([Cl:25])[C:20]=3[Cl:26])[C:6]=2[CH:27]=1.COC1C=CC(P2(SP(C3C=CC(OC)=CC=3)(=S)S2)=[S:37])=CC=1. Product: [Cl:1][C:2]1[CH:3]=[CH:4][C:5]2[NH:11][C:10](=[S:37])[C@@H:9]([CH2:13][C:14]([O:16][CH2:17][CH3:18])=[O:15])[S:8][C@H:7]([C:19]3[CH:24]=[CH:23][CH:22]=[C:21]([Cl:25])[C:20]=3[Cl:26])[C:6]=2[CH:27]=1. The catalyst class is: 11. (4) Reactant: [Cl:1][C:2]1[C:7]([C:8]([OH:15])([CH3:14])[C:9]([O:11]CC)=[O:10])=[CH:6][CH:5]=[CH:4][N:3]=1. Product: [Cl:1][C:2]1[C:7]([C:8]([OH:15])([CH3:14])[C:9]([OH:11])=[O:10])=[CH:6][CH:5]=[CH:4][N:3]=1. The catalyst class is: 33. (5) Reactant: Cl.[NH:2]([C:4]1[CH:9]=[C:8]([C:10]#[N:11])[CH:7]=[CH:6][N:5]=1)[NH2:3].CN(C)/[CH:14]=[CH:15]/[C:16]([C:18]1[CH:23]=[CH:22][C:21]([CH3:24])=[CH:20][CH:19]=1)=O. Product: [CH3:24][C:21]1[CH:22]=[CH:23][C:18]([C:16]2[N:2]([C:4]3[CH:9]=[C:8]([C:10]#[N:11])[CH:7]=[CH:6][N:5]=3)[N:3]=[CH:14][CH:15]=2)=[CH:19][CH:20]=1. The catalyst class is: 141. (6) Product: [O-:38][N+:30]1[C:31]2[CH:37]=[CH:36][CH:35]=[CH:34][C:32]=2[N+:33]([O-:6])=[C:28]([CH2:27][CH2:26][CH2:25][N:24]([CH3:39])[CH2:23][CH2:22][CH2:21][NH:20][C:18](=[O:19])[C:17]([F:40])([F:16])[F:41])[N:29]=1. The catalyst class is: 366. Reactant: OO.FC(F)(F)C(OC(=O)C(F)(F)F)=[O:6].[F:16][C:17]([F:41])([F:40])[C:18]([NH:20][CH2:21][CH2:22][CH2:23][N:24]([CH3:39])[CH2:25][CH2:26][CH2:27][C:28]1[N:29]=[N+:30]([O-:38])[C:31]2[CH:37]=[CH:36][CH:35]=[CH:34][C:32]=2[N:33]=1)=[O:19].FC(F)(F)C(O)=O. (7) The catalyst class is: 63. Reactant: [N+:1]([C:4]1[CH:5]=[C:6]([C:10]2[CH:15]=[CH:14][CH:13]=[CH:12][CH:11]=2)[CH:7]=[CH:8][CH:9]=1)([O-])=O. Product: [C:6]1([C:10]2[CH:11]=[CH:12][CH:13]=[CH:14][CH:15]=2)[CH:7]=[CH:8][CH:9]=[C:4]([NH2:1])[CH:5]=1. (8) Product: [OH:13][C:12]1[C:11]2[C:10](=[CH:19][CH:18]=[C:17]([O:20][CH3:21])[CH:16]=2)[C:8](=[O:9])[N:7]([CH3:22])[C:6]=1[C:4]#[N:5]. The catalyst class is: 5. Reactant: C[O-].[Na+].[C:4]([CH2:6][N:7]([CH3:22])[C:8]([C:10]1[CH:19]=[CH:18][C:17]([O:20][CH3:21])=[CH:16][C:11]=1[C:12](OC)=[O:13])=[O:9])#[N:5]. (9) Reactant: [CH3:1][CH:2]([CH3:37])[C@H:3]([NH:31][C:32]1[S:33][CH:34]=[CH:35][N:36]=1)[C:4]([N:6]1[CH2:10][CH2:9][CH2:8][C@H:7]1[C:11]1[NH:12][C:13]([C:16]2[CH:21]=[CH:20][C:19](B3OC(C)(C)C(C)(C)O3)=[CH:18][CH:17]=2)=[CH:14][N:15]=1)=[O:5].Br[C:39]1[CH:44]=[CH:43][C:42]([C:45]2[NH:49][C:48]([C@@H:50]3[CH2:54][CH2:53][CH2:52][N:51]3[C:55](=[O:66])[C@@H:56]([NH:60][C:61]3[S:62][CH:63]=[CH:64][N:65]=3)[CH:57]([CH3:59])[CH3:58])=[N:47][CH:46]=2)=[CH:41][CH:40]=1.C([O-])(O)=O.[Na+]. Product: [C:19]1([C:39]2[CH:44]=[CH:43][C:42]([C:45]3[N:49]=[C:48]([C@@H:50]4[CH2:54][CH2:53][CH2:52][N:51]4[C:55](=[O:66])[C@@H:56]([NH:60][C:61]4[S:62][CH:63]=[CH:64][N:65]=4)[CH:57]([CH3:59])[CH3:58])[NH:47][CH:46]=3)=[CH:41][CH:40]=2)[CH:20]=[CH:21][C:16]([C:13]2[N:12]=[C:11]([C@@H:7]3[CH2:8][CH2:9][CH2:10][N:6]3[C:4](=[O:5])[C@@H:3]([NH:31][C:32]3[S:33][CH:34]=[CH:35][N:36]=3)[CH:2]([CH3:37])[CH3:1])[NH:15][CH:14]=2)=[CH:17][CH:18]=1. The catalyst class is: 108. (10) The catalyst class is: 32. Product: [Br:26][C:5]1[C:6]([N:11]2[CH2:12][CH2:13][CH:55]([O:48][C:49]3[CH:54]=[CH:53][CH:52]=[CH:51][CH:50]=3)[CH2:15][CH2:16]2)=[C:7]([N+:8]([O-:10])=[O:9])[C:2]([NH2:1])=[N:3][CH:4]=1. Reactant: [NH2:1][C:2]1[C:7]([N+:8]([O-:10])=[O:9])=[C:6]([N:11]2[CH2:16][CH2:15]N(CC(NC3SC=CN=3)=O)[CH2:13][CH2:12]2)[C:5]([Br:26])=[CH:4][N:3]=1.BrC1C(Cl)=C([N+]([O-])=O)C(N)=NC=1.CCN(C(C)C)C(C)C.[O:48]([CH:55]1CCNCC1)[C:49]1[CH:54]=[CH:53][CH:52]=[CH:51][CH:50]=1.